Task: Predict which catalyst facilitates the given reaction.. Dataset: Catalyst prediction with 721,799 reactions and 888 catalyst types from USPTO (1) Reactant: [CH3:1][O:2][C:3]1[CH:4]=[C:5]2[C:10](=[CH:11][C:12]=1[O:13][CH3:14])[N:9]=[CH:8][CH:7]=[C:6]2O.P(Cl)(Cl)([Cl:18])=O. Product: [Cl:18][C:6]1[C:5]2[C:10](=[CH:11][C:12]([O:13][CH3:14])=[C:3]([O:2][CH3:1])[CH:4]=2)[N:9]=[CH:8][CH:7]=1. The catalyst class is: 10. (2) Reactant: [OH-].[Li+].[C:3]([O:7][C:8]([NH:10][C@@H:11]1[C:21]2[C:16](=[N:17][CH:18]=[CH:19][N:20]=2)[C:15]([CH2:22][C:23]([O:25]C)=[O:24])=[CH:14][CH2:13][C@H:12]1[C:27]1[CH:32]=[CH:31][CH:30]=[C:29]([F:33])[C:28]=1[F:34])=[O:9])([CH3:6])([CH3:5])[CH3:4]. Product: [C:3]([O:7][C:8]([NH:10][C@@H:11]1[C:21]2[C:16](=[N:17][CH:18]=[CH:19][N:20]=2)[C:15]([CH2:22][C:23]([OH:25])=[O:24])=[CH:14][CH2:13][C@H:12]1[C:27]1[CH:32]=[CH:31][CH:30]=[C:29]([F:33])[C:28]=1[F:34])=[O:9])([CH3:6])([CH3:4])[CH3:5]. The catalyst class is: 83.